This data is from Catalyst prediction with 721,799 reactions and 888 catalyst types from USPTO. The task is: Predict which catalyst facilitates the given reaction. (1) Reactant: [Li]CCCC.CCCCCC.[CH3:12][C:13]1[CH2:14][C:15]2[C:20]([CH:21]=1)=[C:19]([CH3:22])[CH:18]=[C:17]([CH3:23])[CH:16]=2.[Si:24]([CH3:28])([CH3:27])(Cl)[Cl:25].[Li]. Product: [Cl:25][Si:24]([CH:14]1[C:15]2[C:20](=[C:19]([CH3:22])[CH:18]=[C:17]([CH3:23])[CH:16]=2)[CH:21]=[C:13]1[CH3:12])([CH3:28])[CH3:27]. The catalyst class is: 332. (2) Reactant: [NH:1]1[C:9]2[C:4](=[CH:5][CH:6]=[CH:7][CH:8]=2)[C:3](/[CH:10]=[C:11]2\[O:12][C:13]3[C:20]([CH2:21][CH:22]4[CH2:27][CH2:26][N:25](C(OC(C)(C)C)=O)[CH2:24][CH2:23]4)=[C:19]([O:35][CH3:36])[CH:18]=[CH:17][C:14]=3[C:15]\2=[O:16])=[N:2]1.Cl. Product: [NH:1]1[C:9]2[C:4](=[CH:5][CH:6]=[CH:7][CH:8]=2)[C:3](/[CH:10]=[C:11]2\[O:12][C:13]3[C:20]([CH2:21][CH:22]4[CH2:23][CH2:24][NH:25][CH2:26][CH2:27]4)=[C:19]([O:35][CH3:36])[CH:18]=[CH:17][C:14]=3[C:15]\2=[O:16])=[N:2]1. The catalyst class is: 135. (3) Reactant: Cl[CH2:2][C:3]([NH:5][C:6]([CH3:40])([CH3:39])[C:7]([NH:9][CH2:10][CH2:11][N:12]([CH2:26][CH2:27][NH:28][C:29](=[O:38])[C:30]([CH3:37])([NH:32][C:33](=[O:36])[CH2:34]Cl)[CH3:31])[CH2:13][CH2:14][NH:15][C:16](=[O:25])[C:17]([NH:20][C:21](=[O:24])[CH2:22]Cl)([CH3:19])[CH3:18])=[O:8])=[O:4].[K+].[CH2:42]([O:44][C:45]([S-:47])=[S:46])[CH3:43]. Product: [CH2:42]([O:44][C:45](=[S:47])[S:46][CH2:2][C:3](=[O:4])[NH:5][C:6]([C:7](=[O:8])[NH:9][CH2:10][CH2:11][N:12]([CH2:26][CH2:27][NH:28][C:29](=[O:38])[C:30]([NH:32][C:33](=[O:36])[CH2:34][S:47][C:45]([O:44][CH2:42][CH3:43])=[S:46])([CH3:37])[CH3:31])[CH2:13][CH2:14][NH:15][C:16](=[O:25])[C:17]([CH3:19])([NH:20][C:21](=[O:24])[CH2:22][S:46][C:45]([O:44][CH2:42][CH3:43])=[S:47])[CH3:18])([CH3:40])[CH3:39])[CH3:43]. The catalyst class is: 10. (4) Reactant: C(OC([N:8]1[CH2:13][CH2:12][N:11]([C:14]2[CH:19]=[CH:18][C:17]([NH:20][C:21]3[N:22]=[CH:23][C:24]4[CH:29]=[CH:28][N:27]([CH:30]([CH2:33][CH3:34])[CH2:31][CH3:32])[C:25]=4[N:26]=3)=[CH:16][CH:15]=2)[CH2:10][CH2:9]1)=O)(C)(C)C.FC(F)(F)C(O)=O. Product: [CH2:31]([CH:30]([N:27]1[C:25]2[N:26]=[C:21]([NH:20][C:17]3[CH:18]=[CH:19][C:14]([N:11]4[CH2:12][CH2:13][NH:8][CH2:9][CH2:10]4)=[CH:15][CH:16]=3)[N:22]=[CH:23][C:24]=2[CH:29]=[CH:28]1)[CH2:33][CH3:34])[CH3:32]. The catalyst class is: 4. (5) Reactant: C([O:5][C:6](=[N:14][CH:15]1[CH2:20][CH2:19][CH2:18][CH2:17][CH2:16]1)NC1CCCCC1)(C)(C)C.[CH3:21][CH2:22][O:23][C:24]([C@@H:26]([NH:35][C@H:36]([C:38](N1[C@H](C(O)=O)CCC1)=O)C)[CH2:27][CH2:28][C:29]1[CH:30]=[CH:31][CH:32]=[CH:33][CH:34]=1)=[O:25].C(/C(O)=O)=[CH:49]/[C:50]([OH:52])=[O:51].[CH2:56]1COCC1. Product: [CH3:21][CH2:22][O:23][C:24]([C@@H:26]([NH:35][C@@H:36]1[C:6](=[O:5])[N:14]([CH2:49][C:50]([OH:52])=[O:51])[C:15]2[CH:16]=[CH:17][CH:18]=[CH:19][C:20]=2[CH2:56][CH2:38]1)[CH2:27][CH2:28][C:29]1[CH:34]=[CH:33][CH:32]=[CH:31][CH:30]=1)=[O:25]. The catalyst class is: 4. (6) Reactant: [F:1][C:2]([F:17])([C:6]1[C:11]([F:12])=[CH:10][C:9]([C:13]([F:16])([F:15])[F:14])=[CH:8][N:7]=1)[C:3]([O-])=[O:4].[BH4-].[Na+]. Product: [F:17][C:2]([F:1])([C:6]1[C:11]([F:12])=[CH:10][C:9]([C:13]([F:14])([F:15])[F:16])=[CH:8][N:7]=1)[CH2:3][OH:4]. The catalyst class is: 8. (7) Reactant: [N+:1]([O-:4])(O)=[O:2].[Cl:5][C:6]1[CH:17]=[CH:16][CH:15]=[CH:14][C:7]=1[O:8][C:9]1[S:13][CH:12]=[N:11][CH:10]=1.C(=O)([O-])[O-].[Na+].[Na+]. Product: [Cl:5][C:6]1[CH:17]=[C:16]([N+:1]([O-:4])=[O:2])[CH:15]=[CH:14][C:7]=1[O:8][C:9]1[S:13][CH:12]=[N:11][CH:10]=1. The catalyst class is: 2.